This data is from Peptide-MHC class I binding affinity with 185,985 pairs from IEDB/IMGT. The task is: Regression. Given a peptide amino acid sequence and an MHC pseudo amino acid sequence, predict their binding affinity value. This is MHC class I binding data. (1) The peptide sequence is VVKWKRDEH. The MHC is HLA-A03:01 with pseudo-sequence HLA-A03:01. The binding affinity (normalized) is 0.0272. (2) The peptide sequence is QFKDNVILL. The MHC is HLA-A23:01 with pseudo-sequence HLA-A23:01. The binding affinity (normalized) is 0.348. (3) The peptide sequence is SQGENPTWKQW. The MHC is Mamu-B52 with pseudo-sequence Mamu-B52. The binding affinity (normalized) is 0.649.